From a dataset of Forward reaction prediction with 1.9M reactions from USPTO patents (1976-2016). Predict the product of the given reaction. (1) Given the reactants [Cl:1][C:2]1[CH:9]=[C:8]([Cl:10])[CH:7]=[C:6]([F:11])[C:3]=1[C:4]#[N:5].O.CO, predict the reaction product. The product is: [Cl:1][C:2]1[CH:9]=[C:8]([Cl:10])[CH:7]=[C:6]([F:11])[C:3]=1[CH2:4][NH2:5]. (2) Given the reactants [NH2:1][C:2]1[O:6][N:5]=[C:4]([CH3:7])[C:3]=1[Br:8].[C:9]1([CH3:19])[C:10]([S:15](Cl)(=[O:17])=[O:16])=[CH:11][CH:12]=[CH:13][CH:14]=1, predict the reaction product. The product is: [Br:8][C:3]1[C:4]([CH3:7])=[N:5][O:6][C:2]=1[NH:1][S:15]([C:10]1[C:9]([CH3:19])=[CH:14][CH:13]=[CH:12][CH:11]=1)(=[O:17])=[O:16]. (3) The product is: [C:14]([O:17][C:18]([NH:1][C@@H:2]([CH2:6][CH3:7])[C:3]([OH:5])=[O:4])=[O:19])([CH3:16])([CH3:15])[CH3:13]. Given the reactants [NH2:1][C@@H:2]([CH2:6][CH3:7])[C:3]([OH:5])=[O:4].C1COCC1.[CH3:13][C:14]([O:17][C:18](O[C:18]([O:17][C:14]([CH3:16])([CH3:15])[CH3:13])=[O:19])=[O:19])([CH3:16])[CH3:15].CCOC(C)=O, predict the reaction product. (4) The product is: [CH:6]([C@:2]1([CH3:9])[S:1][C:12]([S:11][CH3:10])=[N:13][C:3]1=[O:4])([CH3:8])[CH3:7]. Given the reactants [SH:1][C@@:2]([CH3:9])([CH:6]([CH3:8])[CH3:7])[C:3](O)=[O:4].[CH3:10][S:11][C:12]#[N:13].C([O-])(O)=O.[Na+], predict the reaction product. (5) The product is: [O:27]=[C:25]([N:10]1[CH2:36][CH2:28][N:29]([C:37]2[CH:43]=[CH:47][CH:48]=[CH:40][N:39]=2)[CH2:30][CH2:31]1)[CH2:24][CH2:23][NH:22][C:20]([N:12]1[CH2:11][C:19]2[C:14](=[CH:15][CH:16]=[CH:17][CH:18]=2)[CH2:13]1)=[O:21]. Given the reactants C1(CCC[NH2:10])C=CC=CC=1.[CH2:11]1[C:19]2[C:14](=[CH:15][CH:16]=[CH:17][CH:18]=2)[CH2:13][N:12]1[C:20]([NH:22][CH2:23][CH2:24][C:25]([OH:27])=O)=[O:21].[CH2:28]1[C:36]2[C:31](=CC=CC=2)[CH2:30][N:29]1[C:37]([NH:39][C:40]1[CH:48]=[CH:47][C:43](C(O)=O)=CC=1)=O, predict the reaction product.